From a dataset of Forward reaction prediction with 1.9M reactions from USPTO patents (1976-2016). Predict the product of the given reaction. Given the reactants [NH2:1][CH:2]1[CH2:7][CH2:6][N:5]([C:8]([O:10][C:11]([CH3:14])([CH3:13])[CH3:12])=[O:9])[CH2:4][CH2:3]1.CCN(C(C)C)C(C)C.[F:24][C:25]([F:32])([F:31])[C:26](OCC)=[O:27], predict the reaction product. The product is: [F:24][C:25]([F:32])([F:31])[C:26]([NH:1][CH:2]1[CH2:3][CH2:4][N:5]([C:8]([O:10][C:11]([CH3:14])([CH3:13])[CH3:12])=[O:9])[CH2:6][CH2:7]1)=[O:27].